This data is from Reaction yield outcomes from USPTO patents with 853,638 reactions. The task is: Predict the reaction yield, written as a fraction of the theoretical maximum amount of product (1.0 means a 100% yield; for example, 0.34 means a 34% yield). (1) The yield is 0.580. The catalyst is C(Cl)(Cl)Cl.CCOC(C)=O.CN(C=O)C.O. The reactants are [NH2:1][C:2]1[CH:7]=[C:6]([O:8][CH3:9])[C:5]([CH3:10])=[CH:4][C:3]=1[OH:11].C([O-])(O)=O.[Na+].Br[CH2:18][C:19](Br)=[O:20].C([O-])([O-])=O.[Cs+].[Cs+]. The product is [CH3:10][C:5]1[C:6]([O:8][CH3:9])=[CH:7][C:2]2[NH:1][C:19](=[O:20])[CH2:18][O:11][C:3]=2[CH:4]=1. (2) The reactants are Cl[C:2]1[C:7]([CH3:8])=[CH:6][CH:5]=[CH:4][N+:3]=1[O-:9].[NH2:10][C@@H:11]1[CH2:16][CH2:15][CH2:14][N:13]([C:17]([O:19][C:20]([CH3:23])([CH3:22])[CH3:21])=[O:18])[CH2:12]1.C(N(C(C)C)CC)(C)C.O. The catalyst is CCCCO.CN(C1C=CN=CC=1)C. The product is [C:20]([O:19][C:17]([N:13]1[CH2:14][CH2:15][CH2:16][C@@H:11]([NH:10][C:2]2[C:7]([CH3:8])=[CH:6][CH:5]=[CH:4][N+:3]=2[O-:9])[CH2:12]1)=[O:18])([CH3:23])([CH3:21])[CH3:22]. The yield is 0.250. (3) The reactants are [CH:1]([N:3]([CH2:10][CH2:11][CH2:12][CH2:13]C(O)=O)[C:4]1[CH:9]=[CH:8][CH:7]=[CH:6][N:5]=1)=[O:2].[C:17]([N:25]1[C:30]2[CH:31]=[C:32]([NH2:35])[CH:33]=[CH:34][C:29]=2[O:28][CH:27]([CH2:36][C:37]([O:39][CH3:40])=[O:38])[CH2:26]1)(=[O:24])[C:18]1[CH:23]=[CH:22][CH:21]=[CH:20][CH:19]=1.CCN=C=NCCCN(C)C.Cl.Cl.[OH2:54]. The catalyst is CN(C=O)C.CN(C1C=CN=CC=1)C. The product is [C:17]([N:25]1[C:30]2[CH:31]=[C:32]([NH:35][C:13](=[O:54])[CH2:12][CH2:11][CH2:10][N:3]([CH:1]=[O:2])[C:4]3[CH:9]=[CH:8][CH:7]=[CH:6][N:5]=3)[CH:33]=[CH:34][C:29]=2[O:28][CH:27]([CH2:36][C:37]([O:39][CH3:40])=[O:38])[CH2:26]1)(=[O:24])[C:18]1[CH:23]=[CH:22][CH:21]=[CH:20][CH:19]=1. The yield is 0.600. (4) The reactants are [NH2:1][C:2]1[NH:3][C:4](=[O:20])[C:5]2[N:6]=[CH:7][N:8]([C@H]3[C@@H](O)[C@@H](O)[C@H](CO)O3)[C:9]=2[N:10]=1.[CH2:21](Br)[CH:22]=[CH2:23].Cl.[OH-].[Na+]. The catalyst is CS(C)=O.O. The product is [CH2:23]([N:6]1[C:5]2[C:4](=[O:20])[NH:3][C:2]([NH2:1])=[N:10][C:9]=2[N:8]=[CH:7]1)[CH:22]=[CH2:21]. The yield is 0.592. (5) The reactants are [CH2:1]([O:8][C:9]([N:11]1[CH2:15][CH2:14][CH2:13][C@H:12]1[C:16](=O)[CH2:17]Br)=[O:10])[C:2]1[CH:7]=[CH:6][CH:5]=[CH:4][CH:3]=1.[NH2:20][C:21]1[C:26]([Br:27])=[C:25]([CH3:28])[CH:24]=[CH:23][N:22]=1. No catalyst specified. The product is [CH2:1]([O:8][C:9]([N:11]1[CH2:15][CH2:14][CH2:13][C@H:12]1[C:16]1[N:20]=[C:21]2[C:26]([Br:27])=[C:25]([CH3:28])[CH:24]=[CH:23][N:22]2[CH:17]=1)=[O:10])[C:2]1[CH:3]=[CH:4][CH:5]=[CH:6][CH:7]=1. The yield is 0.470. (6) The reactants are C[O:2][C:3]1[CH:4]=[C:5]2[C:10](=[CH:11][CH:12]=1)[C:9]([C:13]([C:15]1[CH:20]=[CH:19][C:18]([O:21][CH2:22][CH2:23][N:24]3[CH2:29][CH2:28][CH2:27][CH2:26][CH2:25]3)=[CH:17][CH:16]=1)=[O:14])=[C:8]([C:30]1[C:35]([F:36])=[CH:34][CH:33]=[C:32]([F:37])[C:31]=1[F:38])[CH:7]=[CH:6]2.B(Br)(Br)Br.N1(CCOC2C=CC(C=O)=CC=2)CCCCC1. No catalyst specified. The product is [OH:2][C:3]1[CH:4]=[C:5]2[C:10](=[CH:11][CH:12]=1)[C:9]([C:13]([C:15]1[CH:16]=[CH:17][C:18]([O:21][CH2:22][CH2:23][N:24]3[CH2:29][CH2:28][CH2:27][CH2:26][CH2:25]3)=[CH:19][CH:20]=1)=[O:14])=[C:8]([C:30]1[C:35]([F:36])=[CH:34][CH:33]=[C:32]([F:37])[C:31]=1[F:38])[CH:7]=[CH:6]2. The yield is 0.880.